From a dataset of Full USPTO retrosynthesis dataset with 1.9M reactions from patents (1976-2016). Predict the reactants needed to synthesize the given product. (1) The reactants are: F[C:2]1[N:7]=[C:6]([O:8][CH2:9][CH3:10])[C:5]([S:11][C:12]2[N:17]=[C:16]([NH:18][C:19](=[O:21])[CH3:20])[CH:15]=[C:14]([NH:22][C:23](=[O:25])[CH3:24])[N:13]=2)=[C:4]([O:26][CH2:27][CH3:28])[N:3]=1.[CH3:29][N:30]1[CH2:35][CH2:34][NH:33][CH2:32][CH2:31]1. Given the product [CH2:27]([O:26][C:4]1[C:5]([S:11][C:12]2[N:17]=[C:16]([NH:18][C:19](=[O:21])[CH3:20])[CH:15]=[C:14]([NH:22][C:23](=[O:25])[CH3:24])[N:13]=2)=[C:6]([O:8][CH2:9][CH3:10])[N:7]=[C:2]([N:33]2[CH2:34][CH2:35][N:30]([CH3:29])[CH2:31][CH2:32]2)[N:3]=1)[CH3:28], predict the reactants needed to synthesize it. (2) The reactants are: [F:1][C:2]1[CH:3]=[C:4]([C:8]#[C:9][C:10]2[CH:11]=[CH:12][C:13]([C:16]([OH:18])=O)=[N:14][CH:15]=2)[CH:5]=[CH:6][CH:7]=1.CCN(C(C)C)C(C)C.[C:28]([NH:32][CH2:33][CH3:34])([CH3:31])([CH3:30])[CH3:29].CN(C(ON1N=NC2C=CC=CC1=2)=[N+](C)C)C.[B-](F)(F)(F)F. Given the product [C:28]([N:32]([CH2:33][CH3:34])[C:16]([C:13]1[CH:12]=[CH:11][C:10]([C:9]#[C:8][C:4]2[CH:5]=[CH:6][CH:7]=[C:2]([F:1])[CH:3]=2)=[CH:15][N:14]=1)=[O:18])([CH3:31])([CH3:30])[CH3:29], predict the reactants needed to synthesize it. (3) Given the product [ClH:18].[Cl:18][C:2]1[C:11]2[C:6](=[CH:7][C:8]([O:14][CH3:15])=[C:9]([O:12][CH3:13])[CH:10]=2)[N:5]=[N:4][CH:3]=1, predict the reactants needed to synthesize it. The reactants are: O[C:2]1[C:11]2[C:6](=[CH:7][C:8]([O:14][CH3:15])=[C:9]([O:12][CH3:13])[CH:10]=2)[N:5]=[N:4][CH:3]=1.S(Cl)([Cl:18])=O. (4) Given the product [C:1]([N:8]1[C@@H:13]([CH2:14][CH2:15][C:16]2[CH:21]=[CH:20][CH:19]=[CH:18][CH:17]=2)[CH2:12][CH2:11][CH2:10][C@@H:9]1[CH3:22])([O:3][C:4]([CH3:7])([CH3:6])[CH3:5])=[O:2], predict the reactants needed to synthesize it. The reactants are: [C:1]([N:8]1[C@@H:13]([CH:14]=[CH:15][C:16]2[CH:21]=[CH:20][CH:19]=[CH:18][CH:17]=2)[CH2:12][CH2:11][CH2:10][C@@H:9]1[CH3:22])([O:3][C:4]([CH3:7])([CH3:6])[CH3:5])=[O:2]. (5) Given the product [CH3:13][N:2]([CH3:1])[CH2:3][CH:4]([C:8]1[CH:12]=[CH:11][S:10][CH:9]=1)[C:5]([NH:18][C:19]1[CH:20]=[C:21]2[C:26](=[CH:27][CH:28]=1)[CH:25]=[N:24][CH:23]=[CH:22]2)=[O:7], predict the reactants needed to synthesize it. The reactants are: [CH3:1][N:2]([CH3:13])[CH2:3][CH:4]([C:8]1[CH:12]=[CH:11][S:10][CH:9]=1)[C:5]([OH:7])=O.C(Cl)CCl.[NH2:18][C:19]1[CH:20]=[C:21]2[C:26](=[CH:27][CH:28]=1)[CH:25]=[N:24][CH:23]=[CH:22]2.C([O-])(O)=O.[Na+]. (6) Given the product [F:3][C:4]1[C:12]([C:13]2[C:21]3[C:20]([NH2:22])=[N:19][CH:18]=[N:17][C:16]=3[N:15]([CH3:23])[CH:14]=2)=[CH:11][CH:10]=[C:9]2[C:5]=1[CH2:6][CH2:7][N:8]2[C:31](=[O:32])[CH2:30][C:26]1[N:25]([CH3:24])[CH:29]=[CH:28][CH:27]=1, predict the reactants needed to synthesize it. The reactants are: Cl.Cl.[F:3][C:4]1[C:12]([C:13]2[C:21]3[C:20]([NH2:22])=[N:19][CH:18]=[N:17][C:16]=3[N:15]([CH3:23])[CH:14]=2)=[CH:11][CH:10]=[C:9]2[C:5]=1[CH2:6][CH2:7][NH:8]2.[CH3:24][N:25]1[CH:29]=[CH:28][CH:27]=[C:26]1[CH2:30][C:31](O)=[O:32].CN(C(ON1N=NC2C=CC=NC1=2)=[N+](C)C)C.F[P-](F)(F)(F)(F)F.CCN(C(C)C)C(C)C. (7) Given the product [C:34]([O:33][C:31]([N:14]1[CH2:17][CH:16]([OH:18])[CH2:15]1)=[O:32])([CH3:35])([CH3:36])[CH3:37], predict the reactants needed to synthesize it. The reactants are: C([N:14]1[CH2:17][CH:16]([OH:18])[CH2:15]1)(C1C=CC=CC=1)C1C=CC=CC=1.C([O-])=O.[NH4+].[CH3:35][C:34]([O:33][C:31](O[C:31]([O:33][C:34]([CH3:37])([CH3:36])[CH3:35])=[O:32])=[O:32])([CH3:37])[CH3:36].